Dataset: Forward reaction prediction with 1.9M reactions from USPTO patents (1976-2016). Task: Predict the product of the given reaction. (1) Given the reactants [Br:1][C:2]1[CH:3]=[C:4]([CH2:9][NH:10][C:11]([C@@H:13]2[CH2:17][C@@H:16]([F:18])[CH2:15][NH:14]2)=[O:12])[CH:5]=[C:6]([F:8])[CH:7]=1.C(N(CC)CC)C.[F:26][C:27]1[CH:32]=[CH:31][C:30]([S:33](Cl)(=[O:35])=[O:34])=[CH:29][CH:28]=1, predict the reaction product. The product is: [Br:1][C:2]1[CH:3]=[C:4]([CH:5]=[C:6]([F:8])[CH:7]=1)[CH2:9][NH:10][C:11]([C@@H:13]1[CH2:17][C@@H:16]([F:18])[CH2:15][N:14]1[S:33]([C:30]1[CH:31]=[CH:32][C:27]([F:26])=[CH:28][CH:29]=1)(=[O:35])=[O:34])=[O:12]. (2) Given the reactants [C:1]([O:4]/[N:5]=[C:6](/[NH2:16])\[C:7]1[CH:12]=[CH:11][C:10]([N+:13]([O-:15])=[O:14])=[CH:9][CH:8]=1)(=O)[CH3:2].[F-].C([N+](CCCC)(CCCC)CCCC)CCC, predict the reaction product. The product is: [CH3:2][C:1]1[O:4][N:5]=[C:6]([C:7]2[CH:12]=[CH:11][C:10]([N+:13]([O-:15])=[O:14])=[CH:9][CH:8]=2)[N:16]=1. (3) Given the reactants [Cl:1][C:2]1[CH:3]=[C:4]([C:9](=[N:15][O:16][CH3:17])[CH2:10][CH2:11][C:12](O)=[O:13])[CH:5]=[CH:6][C:7]=1[Cl:8].C(N1C=CN=C1)([N:20]1C=CN=C1)=O.N.O1CCOCC1, predict the reaction product. The product is: [Cl:1][C:2]1[CH:3]=[C:4]([C:9](=[N:15][O:16][CH3:17])[CH2:10][CH2:11][C:12]([NH2:20])=[O:13])[CH:5]=[CH:6][C:7]=1[Cl:8]. (4) Given the reactants [CH:1](OC)(OC)OC.C1(C)C=CC(S(O)(=O)=O)=CC=1.[CH2:19]([O:26][C:27]1[CH:32]=[CH:31][C:30]([NH:33][C:34]2[C:39]([NH2:40])=[CH:38][C:37]([Br:41])=[CH:36][N:35]=2)=[CH:29][CH:28]=1)[C:20]1[CH:25]=[CH:24][CH:23]=[CH:22][CH:21]=1, predict the reaction product. The product is: [CH2:19]([O:26][C:27]1[CH:32]=[CH:31][C:30]([N:33]2[C:34]3=[N:35][CH:36]=[C:37]([Br:41])[CH:38]=[C:39]3[N:40]=[CH:1]2)=[CH:29][CH:28]=1)[C:20]1[CH:21]=[CH:22][CH:23]=[CH:24][CH:25]=1. (5) Given the reactants [NH2:1][C:2]1[C:3]([C:8]([NH:10][C:11]2[CH:12]=[N:13][CH:14]=[CH:15][C:16]=2[OH:17])=O)=[N:4][CH:5]=[CH:6][N:7]=1.ClC(Cl)(Cl)C(Cl)(Cl)Cl.C1(P(C2C=CC=CC=2)C2C=CC=CC=2)C=CC=CC=1.C(N(CC)CC)C, predict the reaction product. The product is: [O:17]1[C:16]2[CH:15]=[CH:14][N:13]=[CH:12][C:11]=2[N:10]=[C:8]1[C:3]1[C:2]([NH2:1])=[N:7][CH:6]=[CH:5][N:4]=1. (6) Given the reactants [C:1]([O:4][C@H:5]([CH3:43])[C@H:6]([NH:11][C:12]([C:14]1([CH2:36][C:37]2[CH:42]=[CH:41][CH:40]=[CH:39][CH:38]=2)[CH2:18][CH2:17][CH2:16][N:15]1[C:19]([C@@H:21]1[CH2:25][CH2:24][CH2:23][N:22]1C(OCC1C=CC=CC=1)=O)=[O:20])=[O:13])[C:7]([O:9][CH3:10])=[O:8])(=[O:3])[CH3:2].[CH3:44][OH:45], predict the reaction product. The product is: [C:1]([O:4][C@H:5]([CH3:43])[C@H:6]([NH:11][C:12]([C:14]1([CH2:36][C:37]2[CH:38]=[CH:39][C:40]([O:45][CH3:44])=[CH:41][CH:42]=2)[CH2:18][CH2:17][CH2:16][N:15]1[C:19]([C@@H:21]1[CH2:25][CH2:24][CH2:23][NH:22]1)=[O:20])=[O:13])[C:7]([O:9][CH3:10])=[O:8])(=[O:3])[CH3:2].